From a dataset of Forward reaction prediction with 1.9M reactions from USPTO patents (1976-2016). Predict the product of the given reaction. (1) Given the reactants [CH2:1]([O:8][C@@H:9]([C@@H:12]([O:29][CH2:30][C:31]1[CH:36]=[CH:35][CH:34]=[CH:33][CH:32]=1)[C@@H:13]([O:21][CH2:22][C:23]1[CH:28]=[CH:27][CH:26]=[CH:25][CH:24]=1)[CH:14]([S:18][CH2:19][CH3:20])[S:15][CH2:16][CH3:17])[CH2:10][OH:11])[C:2]1[CH:7]=[CH:6][CH:5]=[CH:4][CH:3]=1.[CH3:37][CH:38]([Si:40](Cl)([CH:44]([CH3:46])[CH3:45])[CH:41]([CH3:43])[CH3:42])[CH3:39].CO, predict the reaction product. The product is: [CH:38]([Si:40]([CH:44]([CH3:46])[CH3:45])([CH:41]([CH3:43])[CH3:42])[O:11][CH2:10][C@@H:9]([O:8][CH2:1][C:2]1[CH:7]=[CH:6][CH:5]=[CH:4][CH:3]=1)[C@@H:12]([O:29][CH2:30][C:31]1[CH:32]=[CH:33][CH:34]=[CH:35][CH:36]=1)[C@@H:13]([O:21][CH2:22][C:23]1[CH:28]=[CH:27][CH:26]=[CH:25][CH:24]=1)[CH:14]([S:18][CH2:19][CH3:20])[S:15][CH2:16][CH3:17])([CH3:39])[CH3:37]. (2) Given the reactants [CH2:1]([OH:13])[CH2:2][CH2:3][CH2:4][CH2:5][CH2:6][CH2:7][CH2:8][CH2:9][CH2:10][CH2:11][CH3:12].[C:14]1(=[O:21])[O:20][C:18](=[O:19])[CH2:17][C:15]1=[CH2:16].[O-2].[Zn+2:23].CO, predict the reaction product. The product is: [CH2:1]([O:13][C:14](=[O:21])[C:15]([CH2:17][C:18]([O:20][CH2:12][CH2:11][CH2:10][CH2:9][CH2:8][CH2:7][CH2:6][CH2:5][CH2:4][CH2:3][CH2:2][CH3:1])=[O:19])=[CH2:16])[CH2:2][CH2:3][CH2:4][CH2:5][CH2:6][CH2:7][CH2:8][CH2:9][CH2:10][CH2:11][CH3:12].[Zn:23]. (3) Given the reactants C([Cu])#N.[Cl-].[Li+].[C:6]([Li])([CH3:9])([CH3:8])[CH3:7].Cl[C:12]1[CH:17]=[C:16]([CH3:18])[N:15]=[CH:14][N:13]=1, predict the reaction product. The product is: [C:6]([C:12]1[CH:17]=[C:16]([CH3:18])[N:15]=[CH:14][N:13]=1)([CH3:9])([CH3:8])[CH3:7]. (4) Given the reactants [CH3:1][O:2][C:3]1[CH:41]=[C:40]([O:42][CH3:43])[CH:39]=[CH:38][C:4]=1[CH2:5][NH:6][C:7]1[C:8]2[CH:15]=[CH:14][N:13]([C@H:16]3[C@@H:20]4[O:21][C:22]([CH3:25])([CH3:24])[O:23][C@@H:19]4[C@@H:18]([CH2:26][N:27]([CH3:37])[CH:28]4[CH2:31][CH:30]([CH2:32][CH2:33][C:34](O)=[O:35])[CH2:29]4)[CH2:17]3)[C:9]=2[N:10]=[CH:11][N:12]=1.C(N(CC)C(C)C)(C)C.[Br:53][C:54]1[CH:55]=[C:56]([NH2:61])[C:57]([NH2:60])=[CH:58][CH:59]=1, predict the reaction product. The product is: [NH2:61][C:56]1[CH:55]=[C:54]([Br:53])[CH:59]=[CH:58][C:57]=1[NH:60][C:34](=[O:35])[CH2:33][CH2:32][CH:30]1[CH2:31][CH:28]([N:27]([CH2:26][C@@H:18]2[C@@H:19]3[C@@H:20]([O:21][C:22]([CH3:24])([CH3:25])[O:23]3)[C@H:16]([N:13]3[C:9]4[N:10]=[CH:11][N:12]=[C:7]([NH:6][CH2:5][C:4]5[CH:38]=[CH:39][C:40]([O:42][CH3:43])=[CH:41][C:3]=5[O:2][CH3:1])[C:8]=4[CH:15]=[CH:14]3)[CH2:17]2)[CH3:37])[CH2:29]1. (5) Given the reactants [C:1]1([N:7]2[C:11]([C:12]3[CH:17]=[CH:16][C:15]([CH3:18])=[CH:14][CH:13]=3)=[CH:10][C:9]([CH2:19][CH2:20][CH:21]=O)=[N:8]2)[CH:6]=[CH:5][CH:4]=[CH:3][CH:2]=1.[CH3:23][CH:24]1[CH2:29][NH:28][CH2:27][CH2:26][N:25]1[C:30]1[CH:31]=[C:32]([CH3:36])[CH:33]=[CH:34][CH:35]=1.CCN(C(C)C)C(C)C.[BH-](OC(C)=O)(OC(C)=O)OC(C)=O.[Na+], predict the reaction product. The product is: [CH3:23][CH:24]1[CH2:29][N:28]([CH2:21][CH2:20][CH2:19][C:9]2[CH:10]=[C:11]([C:12]3[CH:17]=[CH:16][C:15]([CH3:18])=[CH:14][CH:13]=3)[N:7]([C:1]3[CH:6]=[CH:5][CH:4]=[CH:3][CH:2]=3)[N:8]=2)[CH2:27][CH2:26][N:25]1[C:30]1[CH:31]=[C:32]([CH3:36])[CH:33]=[CH:34][CH:35]=1.